From a dataset of Forward reaction prediction with 1.9M reactions from USPTO patents (1976-2016). Predict the product of the given reaction. (1) Given the reactants [OH:1][N:2]1C2C=CC=CC=2N=N1.Cl.C(N=C=NCCCN(C)C)C.[CH2:23]([O:27][C:28]1[CH:33]=[CH:32][C:31]([S:34]([CH2:37][NH:38][CH2:39][CH:40]([N:44]2[CH2:49][CH2:48][N:47]([S:50]([CH3:53])(=[O:52])=[O:51])[CH2:46][CH2:45]2)[C:41](O)=[O:42])(=[O:36])=[O:35])=[CH:30][CH:29]=1)[C:24]#[C:25][CH3:26].C(O)(=O)CC(CC(O)=O)(C(O)=O)O, predict the reaction product. The product is: [CH2:23]([O:27][C:28]1[CH:33]=[CH:32][C:31]([S:34]([CH2:37][NH:38][CH2:39][CH:40]([N:44]2[CH2:45][CH2:46][N:47]([S:50]([CH3:53])(=[O:51])=[O:52])[CH2:48][CH2:49]2)[C:41]([NH:2][OH:1])=[O:42])(=[O:36])=[O:35])=[CH:30][CH:29]=1)[C:24]#[C:25][CH3:26]. (2) Given the reactants [F:1][C:2]1[CH:9]=[CH:8][CH:7]=[CH:6][C:3]=1[CH2:4][OH:5].[CH3:10][S:11](Cl)(=[O:13])=[O:12].C(N(CC)CC)C, predict the reaction product. The product is: [F:1][C:2]1[CH:9]=[CH:8][CH:7]=[CH:6][C:3]=1[CH2:4][O:5][S:11]([CH3:10])(=[O:13])=[O:12].